Task: Predict which catalyst facilitates the given reaction.. Dataset: Catalyst prediction with 721,799 reactions and 888 catalyst types from USPTO (1) Reactant: [NH2:1][CH2:2][CH2:3][CH2:4][CH2:5][S:6]([N:9]([C:11]1[N:20]=[C:19]([C:21]([O:23][CH3:24])=[O:22])[C:18]([O:25][S:26]([C:29]2[CH:35]=[CH:34][C:32]([CH3:33])=[CH:31][CH:30]=2)(=[O:28])=[O:27])=[C:17]2[C:12]=1[CH:13]=[CH:14][CH:15]=[N:16]2)[CH3:10])(=[O:8])=[O:7].CCN(C(C)C)C(C)C.CN(C(ON1N=NC2C=CC=CC1=2)=[N+](C)C)C.F[P-](F)(F)(F)(F)F.[C:69]([O:73][C:74]([NH:76][CH2:77][C:78]1[CH:86]=[CH:85][C:84]([F:87])=[CH:83][C:79]=1[C:80](O)=[O:81])=[O:75])([CH3:72])([CH3:71])[CH3:70]. Product: [C:69]([O:73][C:74]([NH:76][CH2:77][C:78]1[CH:86]=[CH:85][C:84]([F:87])=[CH:83][C:79]=1[C:80]([NH:1][CH2:2][CH2:3][CH2:4][CH2:5][S:6]([N:9]([C:11]1[N:20]=[C:19]([C:21]([O:23][CH3:24])=[O:22])[C:18]([O:25][S:26]([C:29]2[CH:35]=[CH:34][C:32]([CH3:33])=[CH:31][CH:30]=2)(=[O:27])=[O:28])=[C:17]2[C:12]=1[CH:13]=[CH:14][CH:15]=[N:16]2)[CH3:10])(=[O:8])=[O:7])=[O:81])=[O:75])([CH3:72])([CH3:70])[CH3:71]. The catalyst class is: 4. (2) The catalyst class is: 144. Product: [Cl:9][C:8]1[N:1]=[C:2]([Cl:3])[N:4]=[C:5]([NH:13][CH2:12][C@@H:11]([C:14]2[CH:19]=[CH:18][CH:17]=[CH:16][CH:15]=2)[CH3:10])[N:7]=1. Reactant: [N:1]1[C:8]([Cl:9])=[N:7][C:5](Cl)=[N:4][C:2]=1[Cl:3].[CH3:10][C@H:11]([C:14]1[CH:19]=[CH:18][CH:17]=[CH:16][CH:15]=1)[CH2:12][NH2:13].[OH-].[Na+].